This data is from Reaction yield outcomes from USPTO patents with 853,638 reactions. The task is: Predict the reaction yield, written as a fraction of the theoretical maximum amount of product (1.0 means a 100% yield; for example, 0.34 means a 34% yield). The reactants are [CH:1]1([N:6]2[C:10]3[N:11]=[C:12]([NH:15][C:16]4[CH:24]=[CH:23][C:19]([C:20](O)=[O:21])=[CH:18][N:17]=4)[N:13]=[CH:14][C:9]=3[CH:8]=[C:7]2[C:25](=[O:29])[N:26]([CH3:28])[CH3:27])[CH2:5][CH2:4][CH2:3][CH2:2]1.[C:30]([O:34][C:35]([N:37]1[CH2:44][CH:43]2[O:45][CH:39]([CH2:40][NH:41][CH2:42]2)[CH2:38]1)=[O:36])([CH3:33])([CH3:32])[CH3:31]. No catalyst specified. The product is [C:30]([O:34][C:35]([N:37]1[CH2:38][CH:39]2[O:45][CH:43]([CH2:42][N:41]([C:20]([C:19]3[CH:18]=[N:17][C:16]([NH:15][C:12]4[N:13]=[CH:14][C:9]5[CH:8]=[C:7]([C:25](=[O:29])[N:26]([CH3:28])[CH3:27])[N:6]([CH:1]6[CH2:5][CH2:4][CH2:3][CH2:2]6)[C:10]=5[N:11]=4)=[CH:24][CH:23]=3)=[O:21])[CH2:40]2)[CH2:44]1)=[O:36])([CH3:33])([CH3:31])[CH3:32]. The yield is 0.340.